From a dataset of Peptide-MHC class II binding affinity with 134,281 pairs from IEDB. Regression. Given a peptide amino acid sequence and an MHC pseudo amino acid sequence, predict their binding affinity value. This is MHC class II binding data. (1) The peptide sequence is TALKKAITAMSEAQK. The MHC is HLA-DQA10102-DQB10502 with pseudo-sequence HLA-DQA10102-DQB10502. The binding affinity (normalized) is 0.272. (2) The peptide sequence is KPIFHFVGTSTFSEY. The MHC is HLA-DQA10102-DQB10602 with pseudo-sequence HLA-DQA10102-DQB10602. The binding affinity (normalized) is 0.446. (3) The peptide sequence is KNVFDDVVPEKYTIG. The MHC is HLA-DPA10201-DPB10101 with pseudo-sequence HLA-DPA10201-DPB10101. The binding affinity (normalized) is 0.271. (4) The peptide sequence is FGQNTGAIAAAEARY. The MHC is DRB1_0701 with pseudo-sequence DRB1_0701. The binding affinity (normalized) is 0.433. (5) The peptide sequence is FDNIYSVNIERGLGL. The MHC is HLA-DQA10401-DQB10402 with pseudo-sequence HLA-DQA10401-DQB10402. The binding affinity (normalized) is 0.388. (6) The peptide sequence is AGALEVHAVKPVTEE. The MHC is HLA-DPA10301-DPB10402 with pseudo-sequence HLA-DPA10301-DPB10402. The binding affinity (normalized) is 0.173. (7) The peptide sequence is YKRQLMNILGAVYRY. The MHC is DRB1_1302 with pseudo-sequence DRB1_1302. The binding affinity (normalized) is 0.810.